This data is from Catalyst prediction with 721,799 reactions and 888 catalyst types from USPTO. The task is: Predict which catalyst facilitates the given reaction. (1) The catalyst class is: 694. Product: [Br:29][C:27]1[CH:26]=[CH:25][C:24]([Cl:30])=[C:23]([C:17]2[C:16]([C:14]([C:13]3[C:8]([C:6]4[CH:7]=[C:2]([Br:1])[CH:3]=[CH:4][C:5]=4[Cl:32])=[N:9][C:10]([CH2:33][CH3:34])=[CH:11][CH:12]=3)=[O:15])=[CH:21][CH:20]=[C:19]([CH2:50][CH3:51])[N:18]=2)[CH:28]=1. Reactant: [Br:1][C:2]1[CH:3]=[CH:4][C:5]([Cl:32])=[C:6]([C:8]2[C:13]([C:14]([C:16]3[C:17]([C:23]4[CH:28]=[C:27]([Br:29])[CH:26]=[CH:25][C:24]=4[Cl:30])=[N:18][C:19](Br)=[CH:20][CH:21]=3)=[O:15])=[CH:12][CH:11]=[C:10](Br)[N:9]=2)[CH:7]=1.[CH2:33]([Al](CC)CC)[CH3:34].[Cl-].[Ce+3].[Cl-].[Cl-].C(=O)([O-])O.[Na+].O1CC[CH2:51][CH2:50]1. (2) Reactant: [NH2:1][C:2]1[C:10]2[C:5](=[N:6][C:7]([C:11]3[S:12][CH:13]=[CH:14][CH:15]=3)=[CH:8][CH:9]=2)[S:4][C:3]=1[C:16]([N:18]([CH2:29][CH2:30][C:31]([O:33]CC)=[O:32])[C:19]1[CH:24]=[CH:23][CH:22]=[C:21]([C:25]([F:28])([F:27])[F:26])[CH:20]=1)=[O:17].[OH-].[Na+]. Product: [NH2:1][C:2]1[C:10]2[C:5](=[N:6][C:7]([C:11]3[S:12][CH:13]=[CH:14][CH:15]=3)=[CH:8][CH:9]=2)[S:4][C:3]=1[C:16]([N:18]([CH2:29][CH2:30][C:31]([OH:33])=[O:32])[C:19]1[CH:24]=[CH:23][CH:22]=[C:21]([C:25]([F:27])([F:28])[F:26])[CH:20]=1)=[O:17]. The catalyst class is: 1. (3) Reactant: [CH2:1]([O:8][N:9]1[C:15](=[O:16])[N:14]2[CH2:17][C@H:10]1[CH2:11][CH2:12][C@H:13]2[C:18]([OH:20])=O)[C:2]1[CH:7]=[CH:6][CH:5]=[CH:4][CH:3]=1.[C:21]([NH:29][NH2:30])(=[O:28])[C:22]1[CH:27]=[CH:26][CH:25]=[CH:24][CH:23]=1.ON1C2C=CC=CC=2N=N1.Cl.C(N=C=NCCCN(C)C)C. Product: [CH2:1]([O:8][N:9]1[C:15](=[O:16])[N:14]2[CH2:17][C@H:10]1[CH2:11][CH2:12][C@@H:13]2[C:18]([NH:30][NH:29][C:21]([C:22]1[CH:27]=[CH:26][CH:25]=[CH:24][CH:23]=1)=[O:28])=[O:20])[C:2]1[CH:3]=[CH:4][CH:5]=[CH:6][CH:7]=1. The catalyst class is: 172. (4) Reactant: [C@@H:1]1([O:12][C@@H:13]2[C@@H:22]([CH2:23][OH:24])[O:21][CH:16]([O:17][CH2:18][CH:19]=[CH2:20])[C@H:15]([OH:25])[C@H:14]2[OH:26])[O:9][C@H:8]([CH2:10][OH:11])[C@@H:6]([OH:7])[C@H:4]([OH:5])[C@H:2]1[OH:3].[C:27](Cl)(=[O:34])[C:28]1[CH:33]=[CH:32][CH:31]=[CH:30][CH:29]=1.Cl.CCl. Product: [C:27]([C@@:15]1([OH:25])[C@@:14]([C:27](=[O:34])[C:28]2[CH:33]=[CH:32][CH:31]=[CH:30][CH:29]=2)([OH:26])[C@H:13]([O:12][C@@H:1]2[O:9][C@H:8]([CH2:10][O:11][C:27](=[O:34])[C:28]3[CH:33]=[CH:32][CH:31]=[CH:30][CH:29]=3)[C@@H:6]([O:7][C:27](=[O:34])[C:28]3[CH:33]=[CH:32][CH:31]=[CH:30][CH:29]=3)[C@H:4]([O:5][C:27](=[O:34])[C:28]3[CH:33]=[CH:32][CH:31]=[CH:30][CH:29]=3)[C@H:2]2[O:3][C:27](=[O:34])[C:28]2[CH:33]=[CH:32][CH:31]=[CH:30][CH:29]=2)[C@@H:22]([CH2:23][O:24][C:27](=[O:34])[C:28]2[CH:33]=[CH:32][CH:31]=[CH:30][CH:29]=2)[O:21][CH:16]1[O:17][CH2:18][CH:19]=[CH2:20])(=[O:34])[C:28]1[CH:33]=[CH:32][CH:31]=[CH:30][CH:29]=1. The catalyst class is: 17. (5) Reactant: [CH3:1][O:2][C:3]1[C:4]([CH:9]=O)=[N:5][CH:6]=[CH:7][CH:8]=1.[O:11]1[C:17]2[CH:18]=[CH:19][C:20]([S:22]([NH2:25])(=[O:24])=[O:23])=[CH:21][C:16]=2[O:15][CH2:14][CH2:13][CH2:12]1.O.[O-2].[O-2].[O-2].O=[Si]=O.O=[Si]=O.O=[Si]=O.O=[Si]=O.[Al+3].[Al+3]. Product: [CH3:1][O:2][C:3]1[C:4]([CH:9]=[N:25][S:22]([C:20]2[CH:19]=[CH:18][C:17]3[O:11][CH2:12][CH2:13][CH2:14][O:15][C:16]=3[CH:21]=2)(=[O:23])=[O:24])=[N:5][CH:6]=[CH:7][CH:8]=1. The catalyst class is: 11.